Dataset: Peptide-MHC class II binding affinity with 134,281 pairs from IEDB. Task: Regression. Given a peptide amino acid sequence and an MHC pseudo amino acid sequence, predict their binding affinity value. This is MHC class II binding data. (1) The peptide sequence is AAAWAGTTVYGAFAA. The MHC is HLA-DQA10501-DQB10301 with pseudo-sequence HLA-DQA10501-DQB10301. The binding affinity (normalized) is 0.639. (2) The peptide sequence is MGVTYLALLAAFRVR. The MHC is DRB1_0101 with pseudo-sequence DRB1_0101. The binding affinity (normalized) is 0.751. (3) The peptide sequence is VRNCDLPVWLSWQVA. The MHC is DRB3_0202 with pseudo-sequence DRB3_0202. The binding affinity (normalized) is 0.